This data is from Reaction yield outcomes from USPTO patents with 853,638 reactions. The task is: Predict the reaction yield, written as a fraction of the theoretical maximum amount of product (1.0 means a 100% yield; for example, 0.34 means a 34% yield). (1) The reactants are [O:1]=[C:2]1[NH:6][N:5]=[C:4]([C:7]2[N:8]=[C:9]([O:17][C@@H:18]3[CH2:22][CH2:21][N:20](C(OC(C)(C)C)=O)[CH2:19]3)[C:10]3[C:15]([CH:16]=2)=[CH:14][CH:13]=[CH:12][CH:11]=3)[NH:3]1.C(O)(C(F)(F)F)=O. The catalyst is CN1C(=O)CCC1. The product is [NH:20]1[CH2:21][CH2:22][C@@H:18]([O:17][C:9]2[C:10]3[C:15](=[CH:14][CH:13]=[CH:12][CH:11]=3)[CH:16]=[C:7]([C:4]3[NH:3][C:2](=[O:1])[NH:6][N:5]=3)[N:8]=2)[CH2:19]1. The yield is 0.290. (2) The yield is 0.570. The product is [CH2:1]([O:3][C:4]([C:6]1[C:15](=[O:16])[C:14]2[C:9](=[CH:10][CH:11]=[CH:12][C:13]=2[O:17][CH3:18])[NH:8][CH:7]=1)=[O:5])[CH3:2]. The catalyst is C(O)(=O)C.[Pd]. The reactants are [CH2:1]([O:3][C:4]([C:6]1[C:15](=[O:16])[C:14]2[C:9](=[C:10](Br)[CH:11]=[CH:12][C:13]=2[O:17][CH3:18])[NH:8][CH:7]=1)=[O:5])[CH3:2].C([O-])(=O)C.[Na+]. (3) The reactants are [CH3:1][N:2]([CH3:25])[CH2:3][CH2:4][O:5][C:6]1[CH:11]=[C:10]([CH3:12])[CH:9]=[CH:8][C:7]=1[NH:13][C:14]1[O:15][CH2:16][C:17](=[O:24])[C:18]=1[C:19]([O:21][CH2:22][CH3:23])=[O:20].[NH:26]1[C:34]2[C:29](=[CH:30][CH:31]=[CH:32][N:33]=2)[C:28]([CH:35]=O)=[CH:27]1.[OH-].[Na+]. The catalyst is C(O)C.Cl. The product is [NH:26]1[C:34]2=[N:33][CH:32]=[CH:31][CH:30]=[C:29]2[C:28]([CH:35]=[C:16]2[O:15][C:14]([NH:13][C:7]3[CH:8]=[CH:9][C:10]([CH3:12])=[CH:11][C:6]=3[O:5][CH2:4][CH2:3][N:2]([CH3:1])[CH3:25])=[C:18]([C:19]([O:21][CH2:22][CH3:23])=[O:20])[C:17]2=[O:24])=[CH:27]1. The yield is 0.0500. (4) The reactants are C(O)(=O)C.[CH3:5][NH:6][C:7]1[CH:12]=[CH:11][CH:10]=[CH:9][C:8]=1[N+:13]([O-:15])=[O:14].[Br:16]N1C(=O)CCC1=O. The catalyst is O. The product is [Br:16][C:10]1[CH:11]=[CH:12][C:7]([NH:6][CH3:5])=[C:8]([N+:13]([O-:15])=[O:14])[CH:9]=1. The yield is 0.930. (5) The reactants are [NH2:1][OH:2].[N:3]1[CH:8]=[CH:7][CH:6]=[N:5][C:4]=1[CH2:9][CH2:10][CH2:11][CH:12]=[CH:13][S:14]([N:17]1[CH2:22][CH2:21][N:20]([C:23]2[N:28]=[CH:27][C:26]([C:29]3[CH:34]=[CH:33][CH:32]=[CH:31][N:30]=3)=[CH:25][CH:24]=2)[CH2:19][CH2:18]1)(=[O:16])=[O:15]. The catalyst is C1COCC1. The product is [OH:2][NH:1][CH:12]([CH2:11][CH2:10][CH2:9][C:4]1[N:3]=[CH:8][CH:7]=[CH:6][N:5]=1)[CH2:13][S:14]([N:17]1[CH2:22][CH2:21][N:20]([C:23]2[N:28]=[CH:27][C:26]([C:29]3[CH:34]=[CH:33][CH:32]=[CH:31][N:30]=3)=[CH:25][CH:24]=2)[CH2:19][CH2:18]1)(=[O:15])=[O:16]. The yield is 1.00. (6) The reactants are [OH-].[Na+].[Cl:3][C:4]1[CH:12]=[C:11]2[C:7]([CH:8]=[CH:9][NH:10]2)=[CH:6][C:5]=1[F:13].Cl.Cl[CH2:16][CH2:17][NH2:18].O. The catalyst is S([O-])(O)(=O)=O.C([N+](CCCC)(CCCC)CCCC)CCC.C(#N)C. The product is [Cl:3][C:4]1[CH:12]=[C:11]2[C:7]([CH:8]=[CH:9][N:10]2[CH2:16][CH2:17][NH2:18])=[CH:6][C:5]=1[F:13]. The yield is 0.800. (7) The reactants are Br[C:2]1[CH:7]=[CH:6][C:5]([F:8])=[C:4]([O:9][CH2:10][CH3:11])[CH:3]=1.[Li]CCCC.[B:17](OC)([O:20]C)[O:18]C. The catalyst is C1COCC1. The product is [CH2:10]([O:9][C:4]1[CH:3]=[C:2]([B:17]([OH:20])[OH:18])[CH:7]=[CH:6][C:5]=1[F:8])[CH3:11]. The yield is 0.690.